The task is: Regression. Given two drug SMILES strings and cell line genomic features, predict the synergy score measuring deviation from expected non-interaction effect.. This data is from NCI-60 drug combinations with 297,098 pairs across 59 cell lines. (1) Drug 1: CC12CCC3C(C1CCC2O)C(CC4=C3C=CC(=C4)O)CCCCCCCCCS(=O)CCCC(C(F)(F)F)(F)F. Drug 2: C#CCC(CC1=CN=C2C(=N1)C(=NC(=N2)N)N)C3=CC=C(C=C3)C(=O)NC(CCC(=O)O)C(=O)O. Cell line: CCRF-CEM. Synergy scores: CSS=-5.15, Synergy_ZIP=5.41, Synergy_Bliss=6.28, Synergy_Loewe=-3.31, Synergy_HSA=-1.26. (2) Drug 1: CC1=C(C(=CC=C1)Cl)NC(=O)C2=CN=C(S2)NC3=CC(=NC(=N3)C)N4CCN(CC4)CCO. Drug 2: C(CC(=O)O)C(=O)CN.Cl. Cell line: NCI-H460. Synergy scores: CSS=9.54, Synergy_ZIP=-2.14, Synergy_Bliss=4.02, Synergy_Loewe=0.993, Synergy_HSA=2.18. (3) Cell line: HCC-2998. Drug 1: C1=NC2=C(N1)C(=S)N=CN2. Synergy scores: CSS=24.7, Synergy_ZIP=-7.38, Synergy_Bliss=0.892, Synergy_Loewe=-11.1, Synergy_HSA=2.47. Drug 2: CS(=O)(=O)OCCCCOS(=O)(=O)C. (4) Drug 1: CC12CCC(CC1=CCC3C2CCC4(C3CC=C4C5=CN=CC=C5)C)O. Drug 2: CC1=C(C=C(C=C1)NC2=NC=CC(=N2)N(C)C3=CC4=NN(C(=C4C=C3)C)C)S(=O)(=O)N.Cl. Synergy scores: CSS=7.15, Synergy_ZIP=-0.372, Synergy_Bliss=6.68, Synergy_Loewe=4.47, Synergy_HSA=6.77. Cell line: IGROV1.